Dataset: Full USPTO retrosynthesis dataset with 1.9M reactions from patents (1976-2016). Task: Predict the reactants needed to synthesize the given product. (1) Given the product [NH2:5][CH:6]1[C:15]2[C:10](=[CH:11][CH:12]=[CH:13][CH:14]=2)[CH2:9][N:8]([C:27]([O:29][C:30]([CH3:33])([CH3:32])[CH3:31])=[O:28])[CH2:7]1, predict the reactants needed to synthesize it. The reactants are: FC(F)(F)C([NH:5][CH:6]1[C:15]2[C:10](=[CH:11][CH:12]=[CH:13][CH:14]=2)[CH2:9][NH:8][CH2:7]1)=O.C(N(C(C)C)CC)(C)C.[C:27](O[C:27]([O:29][C:30]([CH3:33])([CH3:32])[CH3:31])=[O:28])([O:29][C:30]([CH3:33])([CH3:32])[CH3:31])=[O:28]. (2) Given the product [F:23][C:2]1([F:1])[CH2:6][N:5]([C:7]2[CH:12]=[CH:11][C:10]([N+:13]([O-:15])=[O:14])=[C:9]([C:16]([F:19])([F:18])[F:17])[CH:8]=2)[C@H:4]([C:20]([O:22][CH3:28])=[O:21])[CH2:3]1, predict the reactants needed to synthesize it. The reactants are: [F:1][C:2]1([F:23])[CH2:6][N:5]([C:7]2[CH:12]=[CH:11][C:10]([N+:13]([O-:15])=[O:14])=[C:9]([C:16]([F:19])([F:18])[F:17])[CH:8]=2)[C@H:4]([C:20]([OH:22])=[O:21])[CH2:3]1.S(Cl)(Cl)=O.[CH3:28]O. (3) The reactants are: [CH3:1][O:2][C:3]1[CH:4]=[C:5]2[C:10](=[CH:11][C:12]=1[O:13][CH3:14])[CH:9]=[C:8]([CH:15]=[O:16])[CH2:7][CH2:6]2.[OH-:17].[Na+]. Given the product [CH3:1][O:2][C:3]1[CH:4]=[C:5]2[C:10](=[CH:11][C:12]=1[O:13][CH3:14])[CH:9]=[C:8]([C:15]([OH:17])=[O:16])[CH2:7][CH2:6]2, predict the reactants needed to synthesize it. (4) Given the product [CH3:1][C@@H:2]([NH:6][C:11]1[N:19]=[C:18]2[C:14]([N:15]=[CH:16][N:17]2[CH:20]2[CH2:25][CH2:24][CH2:23][CH2:22][O:21]2)=[C:13]([NH2:26])[N:12]=1)[CH2:3][CH2:4][CH3:5], predict the reactants needed to synthesize it. The reactants are: [CH3:1][C@@H:2]([NH2:6])[CH2:3][CH2:4][CH3:5].ClCCl.F[C:11]1[N:19]=[C:18]2[C:14]([N:15]=[CH:16][N:17]2[CH:20]2[CH2:25][CH2:24][CH2:23][CH2:22][O:21]2)=[C:13]([NH2:26])[N:12]=1. (5) Given the product [C:56]([O:55][C@@H:36]([C:37]1[C:38]([C:48]2[CH:49]=[CH:50][C:51]([Cl:54])=[CH:52][CH:53]=2)=[C:39]2[C:44](=[CH:45][C:46]=1[CH3:47])[N:43]=[CH:42][CH:41]=[CH:40]2)[CH2:35][OH:34])([CH3:59])([CH3:57])[CH3:58], predict the reactants needed to synthesize it. The reactants are: C(O[C@@H](C1C(C2C=CC(Cl)=CC=2)=C2C(=CC=1Cl)N=C(C)C=C2)CO)(C)(C)C.C([O:34][CH2:35][C@@H:36]([O:55][C:56]([CH3:59])([CH3:58])[CH3:57])[C:37]1[C:38]([C:48]2[CH:53]=[CH:52][C:51]([Cl:54])=[CH:50][CH:49]=2)=[C:39]2[C:44](=[CH:45][C:46]=1[CH3:47])[N:43]=[CH:42][CH:41]=[CH:40]2)(=O)C(C)(C)C. (6) Given the product [F:1][C:2]1[C:3]([NH:10][CH2:11][C:12]2[CH:17]=[C:16]([C:18]3[CH:23]=[CH:22][CH:21]=[C:20]([F:24])[CH:19]=3)[CH:15]=[C:14]([CH3:25])[C:13]=2[F:26])=[C:4]([F:9])[CH:5]=[CH:6][C:7]=1[OH:8], predict the reactants needed to synthesize it. The reactants are: [F:1][C:2]1[C:7]([OH:8])=[CH:6][CH:5]=[C:4]([F:9])[C:3]=1[NH:10][C:11](=O)[C:12]1[CH:17]=[C:16]([C:18]2[CH:23]=[CH:22][CH:21]=[C:20]([F:24])[CH:19]=2)[CH:15]=[C:14]([CH3:25])[C:13]=1[F:26].